Dataset: Peptide-MHC class I binding affinity with 185,985 pairs from IEDB/IMGT. Task: Regression. Given a peptide amino acid sequence and an MHC pseudo amino acid sequence, predict their binding affinity value. This is MHC class I binding data. (1) The peptide sequence is IVQQQQQLL. The MHC is HLA-A02:01 with pseudo-sequence HLA-A02:01. The binding affinity (normalized) is 0.221. (2) The peptide sequence is MPFDPSELV. The MHC is HLA-A02:16 with pseudo-sequence HLA-A02:16. The binding affinity (normalized) is 0.0847. (3) The peptide sequence is VVMAYVGIK. The MHC is HLA-A31:01 with pseudo-sequence HLA-A31:01. The binding affinity (normalized) is 0.278. (4) The peptide sequence is SFYLELDTI. The MHC is Patr-B2401 with pseudo-sequence Patr-B2401. The binding affinity (normalized) is 0.168. (5) The peptide sequence is QRKRRWRRRW. The MHC is Mamu-B17 with pseudo-sequence Mamu-B17. The binding affinity (normalized) is 0.129. (6) The peptide sequence is RLETIRHMW. The MHC is Mamu-B17 with pseudo-sequence Mamu-B17. The binding affinity (normalized) is 0.293. (7) The peptide sequence is ETALAIIRR. The MHC is HLA-A68:02 with pseudo-sequence HLA-A68:02. The binding affinity (normalized) is 0.305.